Dataset: Catalyst prediction with 721,799 reactions and 888 catalyst types from USPTO. Task: Predict which catalyst facilitates the given reaction. (1) Reactant: [C:1]([O:5][C:6]([N:8]1[CH2:13][C@@H:12]2[C@@:10]([CH2:14]O)([CH2:11]2)[C@@H:9]1[C:16]1[CH:21]=[CH:20][CH:19]=[CH:18][CH:17]=1)=[O:7])([CH3:4])([CH3:3])[CH3:2].C1(P(C2C=CC=CC=2)C2C=CC=CC=2)C=CC=CC=1.[C:41]1(=[O:51])[NH:45][C:44](=[O:46])[C:43]2=[CH:47][CH:48]=[CH:49][CH:50]=[C:42]12.CCOC(/N=N/C(OCC)=O)=O. Product: [C:1]([O:5][C:6]([N:8]1[CH2:13][CH:12]2[C:10]([CH2:14][N:45]3[C:41](=[O:51])[C:42]4[C:43](=[CH:47][CH:48]=[CH:49][CH:50]=4)[C:44]3=[O:46])([CH2:11]2)[CH:9]1[C:16]1[CH:17]=[CH:18][CH:19]=[CH:20][CH:21]=1)=[O:7])([CH3:2])([CH3:3])[CH3:4]. The catalyst class is: 1. (2) Reactant: [NH2:1][C:2]1[C:3]([Cl:12])=[N:4][CH:5]=[C:6]([CH:11]=1)[C:7]([O:9][CH3:10])=[O:8].[CH3:13][O:14][CH2:15][C:16](Cl)=[O:17]. Product: [Cl:12][C:3]1[C:2]([NH:1][C:16](=[O:17])[CH2:15][O:14][CH3:13])=[CH:11][C:6]([C:7]([O:9][CH3:10])=[O:8])=[CH:5][N:4]=1. The catalyst class is: 159.